This data is from Catalyst prediction with 721,799 reactions and 888 catalyst types from USPTO. The task is: Predict which catalyst facilitates the given reaction. (1) Reactant: [CH3:1][C@@H:2]1[CH2:6][C@@H:5]([CH:7]2[CH2:9][N@@:8]2[S:10]([C:13]2[CH:18]=[CH:17][CH:16]=[CH:15][C:14]=2[N+:19]([O-:21])=[O:20])(=[O:12])=[O:11])[O:4][C:3]1=[O:22].[CH3:23][C:24]1([CH3:39])[CH2:29][N:28]([C:30]2[CH:35]=[C:34]([F:36])[CH:33]=[CH:32][C:31]=2[CH3:37])[C:27](=[O:38])[CH2:26][NH:25]1. Product: [CH3:23][C:24]1([CH3:39])[CH2:29][N:28]([C:30]2[CH:35]=[C:34]([F:36])[CH:33]=[CH:32][C:31]=2[CH3:37])[C:27](=[O:38])[CH2:26][N:25]1[CH2:9][C@H:7]([NH:8][S:10]([C:13]1[CH:18]=[CH:17][CH:16]=[CH:15][C:14]=1[N+:19]([O-:21])=[O:20])(=[O:12])=[O:11])[C@@H:5]1[CH2:6][C@@H:2]([CH3:1])[C:3](=[O:22])[O:4]1. The catalyst class is: 11. (2) Reactant: [CH3:1][O:2][C:3](=[O:19])[C:4]1[CH:12]=[C:11]([O:13][CH2:14][CH2:15][CH2:16][CH:17]=[CH2:18])[CH:10]=[C:6]([C:7]([OH:9])=O)[CH:5]=1.C(Cl)(=O)C(Cl)=O.[CH3:26][O:27][CH:28]([O:31][CH3:32])[CH2:29][NH2:30].C(=O)([O-])[O-].[Na+].[Na+].[Cl-].[Na+]. Product: [CH3:1][O:2][C:3](=[O:19])[C:4]1[CH:12]=[C:11]([O:13][CH2:14][CH2:15][CH2:16][CH:17]=[CH2:18])[CH:10]=[C:6]([C:7]([NH:30][CH2:29][CH:28]([O:31][CH3:32])[O:27][CH3:26])=[O:9])[CH:5]=1. The catalyst class is: 59. (3) Reactant: F[C:2]1[CH:9]=[C:8](F)[C:7]([F:11])=[CH:6][C:3]=1[C:4]#[N:5].[CH:12]1([C:15]2[C:25]3[CH2:24][CH2:23][N:22]([C:26]([O:28][C:29]([CH3:32])([CH3:31])[CH3:30])=[O:27])[CH2:21][CH2:20][C:19]=3[CH:18]=[C:17]3[O:33][CH2:34][CH2:35][N:36]([CH2:37]CO)[C:16]=23)[CH2:14][CH2:13]1.C[C:41](C)([O-:43])C.[K+].[CH3:46]O. Product: [C:4]([C:3]1[C:2]([O:43][CH3:41])=[CH:9][C:8]([CH2:46][CH2:37][N:36]2[C:16]3=[C:15]([CH:12]4[CH2:14][CH2:13]4)[C:25]4[CH2:24][CH2:23][N:22]([C:26]([O:28][C:29]([CH3:31])([CH3:32])[CH3:30])=[O:27])[CH2:21][CH2:20][C:19]=4[CH:18]=[C:17]3[O:33][CH2:34][CH2:35]2)=[C:7]([F:11])[CH:6]=1)#[N:5]. The catalyst class is: 56. (4) Reactant: [Cl:1][C:2]1[CH:3]=[N+:4]([O-:39])[CH:5]=[C:6]([Cl:38])[C:7]=1[CH2:8][C@H:9]([O:20][C:21]([C:23]1[S:24][C:25]([CH2:28][CH2:29][O:30][Si](C(C)(C)C)(C)C)=[CH:26][CH:27]=1)=[O:22])[C:10]1[CH:15]=[CH:14][C:13]([O:16][CH3:17])=[C:12]([O:18][CH3:19])[CH:11]=1. Product: [Cl:38][C:6]1[CH:5]=[N+:4]([O-:39])[CH:3]=[C:2]([Cl:1])[C:7]=1[CH2:8][C@H:9]([O:20][C:21]([C:23]1[S:24][C:25]([CH2:28][CH2:29][OH:30])=[CH:26][CH:27]=1)=[O:22])[C:10]1[CH:15]=[CH:14][C:13]([O:16][CH3:17])=[C:12]([O:18][CH3:19])[CH:11]=1. The catalyst class is: 17. (5) The catalyst class is: 3. Product: [CH2:8]([O:10][C:11](=[O:19])[C:12]1[CH:17]=[CH:16][CH:15]=[C:14]([O:18][CH2:2][CH:3]2[O:7][CH2:6][CH2:5][O:4]2)[CH:13]=1)[CH3:9]. Reactant: Br[CH2:2][CH:3]1[O:7][CH2:6][CH2:5][O:4]1.[CH2:8]([O:10][C:11](=[O:19])[C:12]1[CH:17]=[CH:16][CH:15]=[C:14]([OH:18])[CH:13]=1)[CH3:9].C(=O)([O-])[O-].[K+].[K+].[I-].[Na+]. (6) Reactant: [F:1][C:2]1[CH:7]=[C:6]([F:8])[CH:5]=[CH:4][C:3]=1[C@@:9]([OH:38])([CH2:32][N:33]1[CH:37]=[N:36][CH:35]=[N:34]1)[C@H:10]([S:12][C@@H:13]1[CH2:18][O:17][C@@H:16](/[CH:19]=[CH:20]/[CH:21]=[CH:22]/[C:23]2[CH:30]=[CH:29][C:26]([C:27]#[N:28])=[CH:25][C:24]=2[F:31])[O:15][CH2:14]1)[CH3:11].[H-].[Na+].[CH2:41]([O:44][P:45]([O:51][CH2:52][C:53]1[CH:57]=[CH:56][S:55][C:54]=1[C:58](Cl)=[O:59])([O:47][CH2:48][CH:49]=[CH2:50])=[O:46])[CH:42]=[CH2:43].P([O-])([O-])([O-])=O. Product: [CH2:48]([O:47][P:45]([O:51][CH2:52][C:53]1[CH:57]=[CH:56][S:55][C:54]=1[C:58]([O:38][C@:9]([C:3]1[CH:4]=[CH:5][C:6]([F:8])=[CH:7][C:2]=1[F:1])([CH2:32][N:33]1[CH:37]=[N:36][CH:35]=[N:34]1)[C@H:10]([S:12][C@@H:13]1[CH2:18][O:17][C@@H:16](/[CH:19]=[CH:20]/[CH:21]=[CH:22]/[C:23]2[CH:30]=[CH:29][C:26]([C:27]#[N:28])=[CH:25][C:24]=2[F:31])[O:15][CH2:14]1)[CH3:11])=[O:59])([O:44][CH2:41][CH:42]=[CH2:43])=[O:46])[CH:49]=[CH2:50]. The catalyst class is: 57. (7) Reactant: [O:1]1[C:5]2[CH:6]=[CH:7][C:8]([N:10]([CH3:29])[C:11](=[O:28])[C@@H:12]([NH:20]C(=O)OC(C)(C)C)[CH2:13][C:14]3[CH:19]=[CH:18][CH:17]=[CH:16][CH:15]=3)=[CH:9][C:4]=2[O:3][CH2:2]1.C(O)(C(F)(F)F)=O. Product: [NH2:20][C@@H:12]([CH2:13][C:14]1[CH:19]=[CH:18][CH:17]=[CH:16][CH:15]=1)[C:11]([N:10]([C:8]1[CH:7]=[CH:6][C:5]2[O:1][CH2:2][O:3][C:4]=2[CH:9]=1)[CH3:29])=[O:28]. The catalyst class is: 2.